From a dataset of Forward reaction prediction with 1.9M reactions from USPTO patents (1976-2016). Predict the product of the given reaction. (1) Given the reactants Br[CH2:2][C:3]([N:5]1[CH2:10][CH2:9][N:8]([CH:11]2[CH2:15][CH2:14][CH2:13][CH2:12]2)[CH2:7][CH2:6]1)=[O:4].[N:16]1([C:22]2[CH:27]=[CH:26][C:25]([C:28](=[O:30])[CH3:29])=[CH:24][CH:23]=2)[CH2:21][CH2:20][NH:19][CH2:18][CH2:17]1.C(=O)([O-])[O-].[K+].[K+], predict the reaction product. The product is: [C:28]([C:25]1[CH:24]=[CH:23][C:22]([N:16]2[CH2:17][CH2:18][N:19]([CH2:2][C:3]([N:5]3[CH2:10][CH2:9][N:8]([CH:11]4[CH2:15][CH2:14][CH2:13][CH2:12]4)[CH2:7][CH2:6]3)=[O:4])[CH2:20][CH2:21]2)=[CH:27][CH:26]=1)(=[O:30])[CH3:29]. (2) Given the reactants C(OC([N:8]1[CH2:13][CH2:12][CH2:11][C@@H:10]([N:14]2[C:18]3=[N:19][CH:20]=[N:21][C:22]([NH2:23])=[C:17]3[C:16]([C:24](=[O:36])[NH:25][C:26]3[O:27][C:28]4[CH:34]=[CH:33][C:32]([F:35])=[CH:31][C:29]=4[N:30]=3)=[N:15]2)[CH2:9]1)=O)(C)(C)C.[I-].[Na+].C[Si](Cl)(C)C.C(=O)(O)[O-].[Na+], predict the reaction product. The product is: [NH2:23][C:22]1[N:21]=[CH:20][N:19]=[C:18]2[N:14]([C@@H:10]3[CH2:11][CH2:12][CH2:13][NH:8][CH2:9]3)[N:15]=[C:16]([C:24]([NH:25][C:26]3[O:27][C:28]4[CH:34]=[CH:33][C:32]([F:35])=[CH:31][C:29]=4[N:30]=3)=[O:36])[C:17]=12. (3) Given the reactants [C:1](/[C:3](=[N:10]\[NH:11][C:12]1[CH:17]=[CH:16][CH:15]=[C:14]([F:18])[C:13]=1[I:19])/[C:4]([NH:6][CH2:7][CH2:8][CH3:9])=[O:5])#[N:2].[Cl-].[Al+3].[Cl-].[Cl-].C(OCC)(=O)C.[C@H](O)(C([O-])=O)[C@@H](O)C([O-])=O.[Na+].[K+], predict the reaction product. The product is: [NH2:2][C:1]1[C:17]2[C:12](=[C:13]([I:19])[C:14]([F:18])=[CH:15][CH:16]=2)[N:11]=[N:10][C:3]=1[C:4]([NH:6][CH2:7][CH2:8][CH3:9])=[O:5]. (4) Given the reactants [Se](=O)=[O:2].CC([C:7]1[CH:12]=[C:11]([Cl:13])[CH:10]=[C:9]([Cl:14])[CH:8]=1)=O.[O:15]1[CH2:20][CH2:19][O:18]CC1, predict the reaction product. The product is: [Cl:13][C:11]1[CH:12]=[C:7]([C:19](=[O:18])[C:20]([OH:15])=[O:2])[CH:8]=[C:9]([Cl:14])[CH:10]=1. (5) Given the reactants C([O:5][C:6]([C:8]1[CH:13]=[CH:12][C:11]([C:14]2[C:15]([CH3:51])([CH3:50])[C@H:16]3[C@:29]([CH3:32])([CH2:30][CH:31]=2)[C@@H:28]2[C@:19]([CH3:49])([C@@:20]4([CH3:48])[C@H:25]([CH2:26][CH2:27]2)[C@H:24]2[C@H:33]([C:36]([CH2:38][NH:39][CH2:40][CH2:41][N:42]([CH3:44])[CH3:43])=[CH2:37])[CH2:34][CH2:35][C@:23]2([C:45]([OH:47])=[O:46])[CH2:22][CH2:21]4)[CH2:18][CH2:17]3)=[CH:10][CH:9]=1)=[O:7])(C)(C)C.C(O)(C(F)(F)F)=O, predict the reaction product. The product is: [C:6]([C:8]1[CH:13]=[CH:12][C:11]([C:14]2[C:15]([CH3:51])([CH3:50])[C@H:16]3[C@:29]([CH3:32])([CH2:30][CH:31]=2)[C@@H:28]2[C@:19]([CH3:49])([C@@:20]4([CH3:48])[C@H:25]([CH2:26][CH2:27]2)[C@H:24]2[C@H:33]([C:36]([CH2:38][NH:39][CH2:40][CH2:41][N:42]([CH3:44])[CH3:43])=[CH2:37])[CH2:34][CH2:35][C@:23]2([C:45]([OH:47])=[O:46])[CH2:22][CH2:21]4)[CH2:18][CH2:17]3)=[CH:10][CH:9]=1)([OH:7])=[O:5]. (6) Given the reactants [CH3:1][S:2][C:3]1[C:11]2[C:6](=[CH:7][C:8]([N:12]3[CH2:15][CH:14]([N:16]4[CH2:21][CH2:20][N:19](C(OC(C)(C)C)=O)[CH2:18][CH2:17]4)[CH2:13]3)=[CH:9][CH:10]=2)[N:5]([C:29]2[CH:34]=[CH:33][CH:32]=[CH:31][CH:30]=2)[N:4]=1.[ClH:35], predict the reaction product. The product is: [ClH:35].[CH3:1][S:2][C:3]1[C:11]2[C:6](=[CH:7][C:8]([N:12]3[CH2:15][CH:14]([N:16]4[CH2:17][CH2:18][NH:19][CH2:20][CH2:21]4)[CH2:13]3)=[CH:9][CH:10]=2)[N:5]([C:29]2[CH:30]=[CH:31][CH:32]=[CH:33][CH:34]=2)[N:4]=1.